From a dataset of Forward reaction prediction with 1.9M reactions from USPTO patents (1976-2016). Predict the product of the given reaction. Given the reactants [OH:1][CH:2]1[CH2:8][CH:7]2[N:9]([CH2:10][CH2:11][N:12]3[CH2:17][CH2:16][CH:15]([NH:18][C:19]([C:21]4[NH:22][C:23]5[C:28]([CH:29]=4)=[C:27](Br)[CH:26]=[CH:25][CH:24]=5)=[O:20])[CH2:14][CH2:13]3)[CH:4]([CH2:5][CH2:6]2)[CH2:3]1.[CH3:31][O:32][C:33]1[N:38]=[CH:37][C:36](B(O)O)=[CH:35][CH:34]=1, predict the reaction product. The product is: [OH:1][CH:2]1[CH2:8][CH:7]2[N:9]([CH2:10][CH2:11][N:12]3[CH2:17][CH2:16][CH:15]([NH:18][C:19]([C:21]4[NH:22][C:23]5[C:28]([CH:29]=4)=[C:27]([C:36]4[CH:37]=[N:38][C:33]([O:32][CH3:31])=[CH:34][CH:35]=4)[CH:26]=[CH:25][CH:24]=5)=[O:20])[CH2:14][CH2:13]3)[CH:4]([CH2:5][CH2:6]2)[CH2:3]1.